Dataset: Catalyst prediction with 721,799 reactions and 888 catalyst types from USPTO. Task: Predict which catalyst facilitates the given reaction. (1) Reactant: [H-].[Na+].[NH:3]1[C:11]2[C:6](=[CH:7][CH:8]=[C:9]([C:12]([O:14][CH3:15])=[O:13])[CH:10]=2)[CH:5]=[N:4]1.[CH2:16](Br)[C:17]1[CH:22]=[CH:21][CH:20]=[CH:19][CH:18]=1.O. Product: [CH2:16]([N:4]1[CH:5]=[C:6]2[C:11]([CH:10]=[C:9]([C:12]([O:14][CH3:15])=[O:13])[CH:8]=[CH:7]2)=[N:3]1)[C:17]1[CH:22]=[CH:21][CH:20]=[CH:19][CH:18]=1. The catalyst class is: 9. (2) Product: [CH2:1]([O:8][C:9]1[C:14]([CH3:15])=[C:13]([CH3:16])[C:12]([O:17][CH2:18][C:19]2[CH:24]=[CH:23][CH:22]=[CH:21][CH:20]=2)=[C:11]([CH3:25])[C:10]=1[O:26][C:38]1[CH:37]=[C:36]([CH:35]=[CH:34][C:39]=1[N+:40]([O-:42])=[O:41])[C:43]([O:45][CH3:46])=[O:44])[C:2]1[CH:3]=[CH:4][CH:5]=[CH:6][CH:7]=1. The catalyst class is: 16. Reactant: [CH2:1]([O:8][C:9]1[C:14]([CH3:15])=[C:13]([CH3:16])[C:12]([O:17][CH2:18][C:19]2[CH:24]=[CH:23][CH:22]=[CH:21][CH:20]=2)=[C:11]([CH3:25])[C:10]=1[OH:26])[C:2]1[CH:7]=[CH:6][CH:5]=[CH:4][CH:3]=1.C(=O)([O-])[O-].[Cs+].[Cs+].F[C:34]1[CH:35]=[C:36]([C:43]([O:45][CH3:46])=[O:44])[CH:37]=[CH:38][C:39]=1[N+:40]([O-:42])=[O:41]. (3) Reactant: [CH3:1][C:2]1[S:6][C:5]([C:7]2[S:8][CH:9]=[CH:10][C:11]=2[C:12]2[S:13][C:14]([CH3:17])=[CH:15][CH:16]=2)=[CH:4][CH:3]=1.[Br:18]N1C(=O)CCC1=O. Product: [Br:18][C:9]1[S:8][C:7]([C:5]2[S:6][C:2]([CH3:1])=[CH:3][CH:4]=2)=[C:11]([C:12]2[S:13][C:14]([CH3:17])=[CH:15][CH:16]=2)[CH:10]=1. The catalyst class is: 22. (4) Reactant: [C:1]([O:5][C:6](=[O:21])[NH:7][CH2:8][C:9]1([C:17](=[NH:20])[NH:18][OH:19])[C:11]2([CH2:16][CH2:15][CH2:14][CH2:13][CH2:12]2)[CH2:10]1)([CH3:4])([CH3:3])[CH3:2].C1N=CN([C:27](N2C=NC=C2)=[O:28])C=1. Product: [C:1]([O:5][C:6](=[O:21])[NH:7][CH2:8][C:9]1([C:17]2[NH:20][C:27](=[O:28])[O:19][N:18]=2)[C:11]2([CH2:16][CH2:15][CH2:14][CH2:13][CH2:12]2)[CH2:10]1)([CH3:4])([CH3:2])[CH3:3]. The catalyst class is: 1. (5) Reactant: N([O-])=O.[Na+].[CH3:5][S:6]([C:9]1[CH:14]=[CH:13][C:12]([C:15]2[N:16]=[CH:17][C:18](N)=[N:19][CH:20]=2)=[CH:11][CH:10]=1)(=[O:8])=[O:7].[O:22]=[N+]=O. Product: [CH3:5][S:6]([C:9]1[CH:14]=[CH:13][C:12]([C:15]2[N:16]=[CH:17][C:18]([OH:22])=[N:19][CH:20]=2)=[CH:11][CH:10]=1)(=[O:8])=[O:7]. The catalyst class is: 82. (6) Reactant: [Cl:1][C:2]1[N:7]=[C:6]([NH:8][CH2:9][CH2:10][C:11](OCC)=[O:12])[C:5]([N+:16]([O-])=O)=[CH:4][CH:3]=1. Product: [Cl:1][C:2]1[CH:3]=[CH:4][C:5]2[NH:16][C:11](=[O:12])[CH2:10][CH2:9][NH:8][C:6]=2[N:7]=1. The catalyst class is: 99.